From a dataset of Forward reaction prediction with 1.9M reactions from USPTO patents (1976-2016). Predict the product of the given reaction. (1) Given the reactants [CH3:1][O:2][CH2:3][CH2:4][C:5]1[N:6]([CH2:18][CH2:19][O:20][CH2:21][CH2:22][NH:23][C:24](=[O:30])[O:25][C:26]([CH3:29])([CH3:28])[CH3:27])[C:7]2[C:16]3[CH:15]=[CH:14][CH:13]=[CH:12][C:11]=3[N:10]=[CH:9][C:8]=2[N:17]=1.ClC1C=C(C=CC=1)C(OO)=[O:36], predict the reaction product. The product is: [CH3:1][O:2][CH2:3][CH2:4][C:5]1[N:6]([CH2:18][CH2:19][O:20][CH2:21][CH2:22][NH:23][C:24](=[O:30])[O:25][C:26]([CH3:27])([CH3:29])[CH3:28])[C:7]2[C:16]3[CH:15]=[CH:14][CH:13]=[CH:12][C:11]=3[N+:10]([O-:36])=[CH:9][C:8]=2[N:17]=1. (2) Given the reactants [CH3:1][S:2]([C:5]1[CH:10]=[CH:9][C:8]([C:11]2[C:12]([C:20]3[CH:25]=[CH:24][C:23]([OH:26])=[CH:22][CH:21]=3)=[N:13][N:14]3[C:19]=2[CH:18]=[CH:17][CH:16]=[N:15]3)=[CH:7][CH:6]=1)(=[O:4])=[O:3].I[CH2:28][CH3:29].C(=O)([O-])[O-].[K+].[K+], predict the reaction product. The product is: [CH2:28]([O:26][C:23]1[CH:22]=[CH:21][C:20]([C:12]2[C:11]([C:8]3[CH:7]=[CH:6][C:5]([S:2]([CH3:1])(=[O:3])=[O:4])=[CH:10][CH:9]=3)=[C:19]3[N:14]([N:15]=[CH:16][CH:17]=[CH:18]3)[N:13]=2)=[CH:25][CH:24]=1)[CH3:29]. (3) Given the reactants [F:1][CH:2]([F:13])[C:3]1[C:4]([CH3:12])=[C:5]([N+:9]([O-])=O)[CH:6]=[CH:7][CH:8]=1.[H][H], predict the reaction product. The product is: [F:1][CH:2]([F:13])[C:3]1[C:4]([CH3:12])=[C:5]([NH2:9])[CH:6]=[CH:7][CH:8]=1. (4) Given the reactants [CH3:1][CH:2]1[CH2:7][CH2:6][N:5]([C:8]2[CH:13]=[C:12]([CH:14]3[CH2:19][CH2:18][NH:17][CH2:16][CH2:15]3)[CH:11]=[CH:10][C:9]=2[NH:20][C:21]([C:23]2[NH:24][CH:25]=[C:26]([C:28]#[N:29])[CH:27]=2)=[O:22])[CH2:4][CH2:3]1.FC(F)(F)C(O)=O.[C:37](Cl)(=[O:44])[C:38]1[CH:43]=[CH:42][CH:41]=[N:40][CH:39]=1.C([O-])([O-])=O.[Na+].[Na+], predict the reaction product. The product is: [CH3:1][CH:2]1[CH2:7][CH2:6][N:5]([C:8]2[CH:13]=[C:12]([CH:14]3[CH2:19][CH2:18][N:17]([C:37]([C:38]4[CH:39]=[N:40][CH:41]=[CH:42][CH:43]=4)=[O:44])[CH2:16][CH2:15]3)[CH:11]=[CH:10][C:9]=2[NH:20][C:21]([C:23]2[NH:24][CH:25]=[C:26]([C:28]#[N:29])[CH:27]=2)=[O:22])[CH2:4][CH2:3]1.